Dataset: Full USPTO retrosynthesis dataset with 1.9M reactions from patents (1976-2016). Task: Predict the reactants needed to synthesize the given product. (1) Given the product [CH3:20][Si:21]([CH3:34])([CH3:33])[CH2:22][CH2:23][O:24][CH2:25][N:26]1[CH:30]=[CH:29][N:28]=[C:27]1[CH2:31][C:11]#[N:12], predict the reactants needed to synthesize it. The reactants are: CC1C=CC(S([CH2:11][N+:12]#[C-])(=O)=O)=CC=1.CC([O-])(C)C.[K+].[CH3:20][Si:21]([CH3:34])([CH3:33])[CH2:22][CH2:23][O:24][CH2:25][N:26]1[CH:30]=[CH:29][N:28]=[C:27]1[CH:31]=O.CO. (2) Given the product [Cl:1][CH2:2][C:3]([NH:16][CH3:15])=[CH:4][CH2:12][C:11]([O:14][CH2:17][CH3:23])=[O:13], predict the reactants needed to synthesize it. The reactants are: [Cl:1][CH2:2][C:3](=O)[CH2:4]C(OCC)=O.[C:11]([OH:14])(=[O:13])[CH3:12].[CH3:15][NH2:16].[C:17]1([CH3:23])C=CC=CC=1. (3) Given the product [CH3:1][O:2][C:3](=[O:15])[C:4]1[C:9]([Cl:10])=[CH:8][C:7]([Cl:11])=[C:6]([O:12][CH3:13])[C:5]=1[N:14]=[CH:16][O:17][CH2:18][CH3:19], predict the reactants needed to synthesize it. The reactants are: [CH3:1][O:2][C:3](=[O:15])[C:4]1[C:9]([Cl:10])=[CH:8][C:7]([Cl:11])=[C:6]([O:12][CH3:13])[C:5]=1[NH2:14].[CH:16](OCC)(OCC)[O:17][CH2:18][CH3:19].